From a dataset of Full USPTO retrosynthesis dataset with 1.9M reactions from patents (1976-2016). Predict the reactants needed to synthesize the given product. The reactants are: [CH3:1][O:2][C:3]1[CH:20]=[CH:19][C:6]([O:7][C:8]2[C:13]([CH3:14])=[CH:12][C:11]([N+:15]([O-:17])=[O:16])=[CH:10][C:9]=2[CH3:18])=[CH:5][CH:4]=1.C1N2CN3CN(C2)CN1C3.FC(F)(F)[C:33](O)=[O:34]. Given the product [CH3:18][C:9]1[CH:10]=[C:11]([N+:15]([O-:17])=[O:16])[CH:12]=[C:13]([CH3:14])[C:8]=1[O:7][C:6]1[CH:5]=[CH:4][C:3]([O:2][CH3:1])=[C:20]([CH:19]=1)[CH:33]=[O:34], predict the reactants needed to synthesize it.